This data is from Reaction yield outcomes from USPTO patents with 853,638 reactions. The task is: Predict the reaction yield, written as a fraction of the theoretical maximum amount of product (1.0 means a 100% yield; for example, 0.34 means a 34% yield). (1) The reactants are [Br:1][C:2]1[CH:3]=[CH:4][C:5]([O:22][Si](C(C)(C)C)(C)C)=[C:6]([CH:8]([C:13]([C:15]2[CH:20]=[CH:19][C:18]([F:21])=[CH:17][CH:16]=2)=[O:14])[C:9]([O:11][CH3:12])=[O:10])[CH:7]=1.CCCC[N+](CCCC)(CCCC)CCCC.[F-]. The catalyst is C1COCC1. The product is [Br:1][C:2]1[CH:3]=[CH:4][C:5]([OH:22])=[C:6]([CH:8]([C:13]([C:15]2[CH:16]=[CH:17][C:18]([F:21])=[CH:19][CH:20]=2)=[O:14])[C:9]([O:11][CH3:12])=[O:10])[CH:7]=1. The yield is 0.870. (2) The reactants are [N+:1]([C:4]1[CH:12]=[C:11]2[C:7]([CH:8]=[CH:9][NH:10]2)=[CH:6][CH:5]=1)([O-:3])=[O:2].CCN(C(C)C)C(C)C.[C:22](Br)([CH3:25])([CH3:24])[CH3:23]. The catalyst is CCCC[N+](CCCC)(CCCC)CCCC.[I-].C1(C)C=CC=CC=1.[O-]S(C(F)(F)F)(=O)=O.[Zn+2].[O-]S(C(F)(F)F)(=O)=O. The product is [C:22]([C:8]1[C:7]2[C:11](=[CH:12][C:4]([N+:1]([O-:3])=[O:2])=[CH:5][CH:6]=2)[NH:10][CH:9]=1)([CH3:25])([CH3:24])[CH3:23]. The yield is 0.190.